From a dataset of CYP3A4 inhibition data for predicting drug metabolism from PubChem BioAssay. Regression/Classification. Given a drug SMILES string, predict its absorption, distribution, metabolism, or excretion properties. Task type varies by dataset: regression for continuous measurements (e.g., permeability, clearance, half-life) or binary classification for categorical outcomes (e.g., BBB penetration, CYP inhibition). Dataset: cyp3a4_veith. (1) The compound is O=c1[nH]c(=O)n(CCOc2ccc(Cl)cc2)cc1Br. The result is 0 (non-inhibitor). (2) The molecule is Nc1cc2c(nc3c4ccccc4c(N)cc3[n+]2-c2cccc3ccccc23)c2ccccc12.Nc1cc2c(nc3c4ccccc4ccc3[n+]2-c2cccc3ccccc23)c2ccccc12. The result is 0 (non-inhibitor). (3) The compound is Cc1ccc(S(=O)(=O)CC#CCOC(=O)c2ccc([N+](=O)[O-])cc2)cc1. The result is 1 (inhibitor). (4) The compound is COc1cc(CC(=O)O)c(C(C)=O)cc1OC. The result is 0 (non-inhibitor).